Dataset: Full USPTO retrosynthesis dataset with 1.9M reactions from patents (1976-2016). Task: Predict the reactants needed to synthesize the given product. (1) Given the product [NH2:1][C:2]1[C:11]2[N:10]=[CH:9][C:8]([CH2:12][CH2:13][C:14]3[CH:19]=[CH:18][C:17]([CH2:20][CH:29]([C:30]([O:32][CH2:33][CH3:34])=[O:31])[C:28]([O:36][CH2:37][CH3:38])=[O:35])=[CH:16][C:15]=3[CH3:22])=[CH:7][C:6]=2[C:5]2[CH:23]=[CH:24][C:25]([CH3:27])=[CH:26][C:4]=2[N:3]=1, predict the reactants needed to synthesize it. The reactants are: [NH2:1][C:2]1[C:11]2[N:10]=[CH:9][C:8]([CH2:12][CH2:13][C:14]3[CH:19]=[CH:18][C:17]([CH2:20]O)=[CH:16][C:15]=3[CH3:22])=[CH:7][C:6]=2[C:5]2[CH:23]=[CH:24][C:25]([CH3:27])=[CH:26][C:4]=2[N:3]=1.[C:28]([O:36][CH2:37][CH3:38])(=[O:35])[CH2:29][C:30]([O:32][CH2:33][CH3:34])=[O:31].C(P(CCCC)CCCC)CCC.CN(C)C(N=NC(N(C)C)=O)=O. (2) Given the product [CH2:9]([C:8]([C:7](=[O:16])[CH3:6])=[CH:2][C:1]([OH:5])=[O:4])[CH2:10][CH2:11][CH2:12][CH2:13][CH2:14][CH3:15], predict the reactants needed to synthesize it. The reactants are: [C:1]([OH:5])(=[O:4])[CH:2]=O.[CH3:6][C:7](=[O:16])[CH2:8][CH2:9][CH2:10][CH2:11][CH2:12][CH2:13][CH2:14][CH3:15]. (3) Given the product [CH:1]([S:4][C:5]1[CH:13]=[CH:12][C:11]([S:14]([CH3:17])(=[O:16])=[O:15])=[CH:10][C:6]=1[C:7]([N:21]1[CH2:22][CH2:23][N:18]([C:24]2[N:25]=[CH:26][C:27]([C:30]([F:33])([F:31])[F:32])=[CH:28][N:29]=2)[CH2:19][CH2:20]1)=[O:9])([CH3:2])[CH3:3], predict the reactants needed to synthesize it. The reactants are: [CH:1]([S:4][C:5]1[CH:13]=[CH:12][C:11]([S:14]([CH3:17])(=[O:16])=[O:15])=[CH:10][C:6]=1[C:7]([OH:9])=O)([CH3:3])[CH3:2].[N:18]1([C:24]2[N:29]=[CH:28][C:27]([C:30]([F:33])([F:32])[F:31])=[CH:26][N:25]=2)[CH2:23][CH2:22][NH:21][CH2:20][CH2:19]1. (4) The reactants are: [O:1]1[CH:5]=[CH:4][CH:3]=[C:2]1[CH2:6][CH2:7][CH:8]1[C:17]2[C:12](=[CH:13][C:14]([O:20][CH3:21])=[C:15]([O:18][CH3:19])[CH:16]=2)[CH2:11][CH2:10][N:9]1[CH:22]([C:26]1[CH:31]=[CH:30][CH:29]=[CH:28][CH:27]=1)[C:23](O)=[O:24].[Br-].[NH4+:33]. Given the product [O:1]1[CH:5]=[CH:4][CH:3]=[C:2]1[CH2:6][CH2:7][CH:8]1[C:17]2[C:12](=[CH:13][C:14]([O:20][CH3:21])=[C:15]([O:18][CH3:19])[CH:16]=2)[CH2:11][CH2:10][N:9]1[CH:22]([C:26]1[CH:31]=[CH:30][CH:29]=[CH:28][CH:27]=1)[C:23]([NH2:33])=[O:24], predict the reactants needed to synthesize it. (5) The reactants are: [Si:1]([O:8][CH2:9][C@@H:10]([O:12][C:13]1[C:31]([F:32])=[CH:30][C:29]([N+:33]([O-])=O)=[CH:28][C:14]=1[CH2:15][N:16](C)[C:17](=O)OCC1C=CC=CC=1)[CH3:11])([C:4]([CH3:7])([CH3:6])[CH3:5])([CH3:3])[CH3:2]. Given the product [Si:1]([O:8][CH2:9][C@@H:10]([O:12][C:13]1[C:14]([CH2:15][NH:16][CH3:17])=[CH:28][C:29]([NH2:33])=[CH:30][C:31]=1[F:32])[CH3:11])([C:4]([CH3:7])([CH3:6])[CH3:5])([CH3:3])[CH3:2], predict the reactants needed to synthesize it. (6) The reactants are: C([O:3][C:4]([C:6]1[CH:11]=[CH:10][C:9]([C:12]2[CH:17]=[CH:16][C:15]([F:18])=[CH:14][CH:13]=2)=[C:8]([O:19][CH2:20][CH3:21])[CH:7]=1)=O)C.[H-].C([Al+]CC(C)C)C(C)C.Cl. Given the product [CH2:20]([O:19][C:8]1[CH:7]=[C:6]([CH2:4][OH:3])[CH:11]=[CH:10][C:9]=1[C:12]1[CH:13]=[CH:14][C:15]([F:18])=[CH:16][CH:17]=1)[CH3:21], predict the reactants needed to synthesize it. (7) Given the product [CH2:38]([N:36]([CH3:37])[C:34]([CH:33]([NH:32][C:26]([CH2:25][O:24][C:21]1[N:22]=[CH:23][C:18]([NH:17][C:15]([C:10]2[C:9]([C:6]3[CH:7]=[CH:8][C:3]([C:2]([F:29])([F:1])[F:30])=[CH:4][CH:5]=3)=[CH:14][CH:13]=[CH:12][CH:11]=2)=[O:16])=[CH:19][CH:20]=1)=[O:27])[C:45]1[CH:46]=[CH:47][CH:48]=[CH:49][CH:50]=1)=[O:35])[C:39]1[CH:40]=[CH:41][CH:42]=[CH:43][CH:44]=1, predict the reactants needed to synthesize it. The reactants are: [F:1][C:2]([F:30])([F:29])[C:3]1[CH:8]=[CH:7][C:6]([C:9]2[C:10]([C:15]([NH:17][C:18]3[CH:19]=[CH:20][C:21]([O:24][CH2:25][C:26](O)=[O:27])=[N:22][CH:23]=3)=[O:16])=[CH:11][CH:12]=[CH:13][CH:14]=2)=[CH:5][CH:4]=1.Cl.[NH2:32][CH:33]([C:45]1[CH:50]=[CH:49][CH:48]=[CH:47][CH:46]=1)[C:34]([N:36]([CH2:38][C:39]1[CH:44]=[CH:43][CH:42]=[CH:41][CH:40]=1)[CH3:37])=[O:35].C1CN([P+](Br)(N2CCCC2)N2CCCC2)CC1.F[P-](F)(F)(F)(F)F.C(N(C(C)C)CC)(C)C. (8) Given the product [CH3:24][O:25][C:26]1[CH:31]=[CH:30][C:29]([C:17]2[CH:18]=[CH:19][CH:20]=[C:15]([C:14]([NH:13][C@@H:4]([CH2:5][C:6]3[CH:11]=[CH:10][C:9]([C:29]4[CH:30]=[CH:31][C:26]([O:25][CH3:24])=[CH:27][CH:28]=4)=[CH:8][CH:7]=3)[C:3]([OH:2])=[O:23])=[O:22])[CH:16]=2)=[CH:28][CH:27]=1, predict the reactants needed to synthesize it. The reactants are: C[O:2][C:3](=[O:23])[C@@H:4]([NH:13][C:14](=[O:22])[C:15]1[CH:20]=[CH:19][CH:18]=[C:17](Br)[CH:16]=1)[CH2:5][C:6]1[CH:11]=[CH:10][C:9](Br)=[CH:8][CH:7]=1.[CH3:24][O:25][C:26]1[CH:31]=[CH:30][C:29](B(O)O)=[CH:28][CH:27]=1. (9) Given the product [C:1]([O:5][C:6]([C@@H:8]([CH2:13][C:14]1[CH:24]=[CH:23][C:17]2[O:18][C:19]([CH3:22])([CH3:21])[O:20][C:16]=2[CH:15]=1)[C:9]([OH:11])=[O:10])=[O:7])([CH3:4])([CH3:2])[CH3:3], predict the reactants needed to synthesize it. The reactants are: [C:1]([O:5][C:6]([C@@H:8]([CH2:13][C:14]1[CH:24]=[CH:23][C:17]2[O:18][C:19]([CH3:22])([CH3:21])[O:20][C:16]=2[CH:15]=1)[C:9]([O:11]C)=[O:10])=[O:7])([CH3:4])([CH3:3])[CH3:2].[OH-].[Li+].O.